This data is from Full USPTO retrosynthesis dataset with 1.9M reactions from patents (1976-2016). The task is: Predict the reactants needed to synthesize the given product. (1) Given the product [OH:2][CH2:1][C:3]1[C:11]2[C:6](=[CH:7][CH:8]=[C:9]([C:12]([O:14][CH3:15])=[O:13])[CH:10]=2)[NH:5][CH:4]=1, predict the reactants needed to synthesize it. The reactants are: [CH:1]([C:3]1[C:11]2[C:6](=[CH:7][CH:8]=[C:9]([C:12]([O:14][CH3:15])=[O:13])[CH:10]=2)[NH:5][CH:4]=1)=[O:2].[BH4-].[Na+]. (2) Given the product [CH2:15]([C:20]1[CH:34]=[CH:33][C:23]([O:24][CH2:25][C:26]([OH:28])=[O:27])=[CH:22][CH:21]=1)[CH2:16][CH2:17][CH2:18][CH3:19], predict the reactants needed to synthesize it. The reactants are: C(C1C=CC(OCC(O)=O)=CC=1)CC.[CH2:15]([C:20]1[CH:34]=[CH:33][C:23]([O:24][CH2:25][C:26]([O:28]C(C)(C)C)=[O:27])=[CH:22][CH:21]=1)[CH2:16][CH2:17][CH2:18][CH3:19]. (3) Given the product [CH2:21]([O:20][C:18]([C:6]1([C:4]([O:3][CH2:1][CH3:2])=[O:5])[CH2:9][CH:8]([OH:10])[CH2:7]1)=[O:19])[CH3:22], predict the reactants needed to synthesize it. The reactants are: [CH2:1]([O:3][C:4]([C:6]1([C:18]([O:20][CH2:21][CH3:22])=[O:19])[CH2:9][CH:8]([O:10]CC2C=CC=CC=2)[CH2:7]1)=[O:5])[CH3:2]. (4) Given the product [F:4][C:5]1[CH:6]=[C:11]([CH:10]=[CH:22][C:23]=1[C:7]1[C:6]([C:5]([F:14])([F:13])[F:4])=[CH:11][CH:10]=[CH:9][N:8]=1)[C:16]([OH:19])=[O:17], predict the reactants needed to synthesize it. The reactants are: B(O)O.[F:4][C:5]([F:14])([F:13])[C:6]1[C:7](Cl)=[N:8][CH:9]=[CH:10][CH:11]=1.O.[C:16]([O-:19])([O-])=[O:17].[K+].[K+].[C:22](#N)[CH3:23]. (5) The reactants are: [CH3:1][C:2]1[NH:3][C:4]2[C:9]([CH:10]=1)=[CH:8][C:7]([CH3:11])=[CH:6][CH:5]=2.[Cl:12][C:13]1[C:14]2[CH:21]=[CH:20][S:19][C:15]=2[N:16]=[CH:17][N:18]=1. Given the product [ClH:12].[CH3:1][C:2]1[NH:3][C:4]2[C:9]([C:10]=1[C:13]1[C:14]3[CH:21]=[CH:20][S:19][C:15]=3[N:16]=[CH:17][N:18]=1)=[CH:8][C:7]([CH3:11])=[CH:6][CH:5]=2, predict the reactants needed to synthesize it. (6) Given the product [C:37]([C:33]1[CH:32]=[C:31]([CH:36]=[CH:35][CH:34]=1)[CH2:30][N:8]([C:5]1[CH:4]=[CH:3][C:2]([NH:1][C:46](=[O:47])[C:48]([F:51])([F:50])[F:49])=[CH:7][CH:6]=1)[CH:9]1[CH2:14][CH2:13][N:12]([CH:15]([CH3:29])[CH2:16][CH2:17][NH:18][C:19]([C:21]2[C:26]([CH3:27])=[N:25][CH:24]=[N:23][C:22]=2[CH3:28])=[O:20])[CH2:11][CH2:10]1)#[N:38], predict the reactants needed to synthesize it. The reactants are: [NH2:1][C:2]1[CH:7]=[CH:6][C:5]([N:8]([CH2:30][C:31]2[CH:36]=[CH:35][CH:34]=[C:33]([C:37]#[N:38])[CH:32]=2)[CH:9]2[CH2:14][CH2:13][N:12]([CH:15]([CH3:29])[CH2:16][CH2:17][NH:18][C:19]([C:21]3[C:22]([CH3:28])=[N:23][CH:24]=[N:25][C:26]=3[CH3:27])=[O:20])[CH2:11][CH2:10]2)=[CH:4][CH:3]=1.CCN(CC)CC.[C:46](O[C:46]([C:48]([F:51])([F:50])[F:49])=[O:47])([C:48]([F:51])([F:50])[F:49])=[O:47].